Dataset: NCI-60 drug combinations with 297,098 pairs across 59 cell lines. Task: Regression. Given two drug SMILES strings and cell line genomic features, predict the synergy score measuring deviation from expected non-interaction effect. (1) Drug 2: C1=CC(=CC=C1C#N)C(C2=CC=C(C=C2)C#N)N3C=NC=N3. Cell line: MOLT-4. Synergy scores: CSS=7.89, Synergy_ZIP=1.49, Synergy_Bliss=4.85, Synergy_Loewe=4.50, Synergy_HSA=3.25. Drug 1: CS(=O)(=O)C1=CC(=C(C=C1)C(=O)NC2=CC(=C(C=C2)Cl)C3=CC=CC=N3)Cl. (2) Drug 1: COC1=NC(=NC2=C1N=CN2C3C(C(C(O3)CO)O)O)N. Drug 2: CC12CCC3C(C1CCC2OP(=O)(O)O)CCC4=C3C=CC(=C4)OC(=O)N(CCCl)CCCl.[Na+]. Cell line: OVCAR3. Synergy scores: CSS=16.8, Synergy_ZIP=-2.28, Synergy_Bliss=-1.41, Synergy_Loewe=-6.76, Synergy_HSA=-7.08. (3) Drug 2: C1CCC(C(C1)N)N.C(=O)(C(=O)[O-])[O-].[Pt+4]. Drug 1: CN(C)N=NC1=C(NC=N1)C(=O)N. Synergy scores: CSS=2.24, Synergy_ZIP=2.69, Synergy_Bliss=3.30, Synergy_Loewe=1.62, Synergy_HSA=0.330. Cell line: SK-MEL-2. (4) Synergy scores: CSS=30.1, Synergy_ZIP=-1.06, Synergy_Bliss=-4.09, Synergy_Loewe=-65.1, Synergy_HSA=-4.12. Drug 2: CC=C1C(=O)NC(C(=O)OC2CC(=O)NC(C(=O)NC(CSSCCC=C2)C(=O)N1)C(C)C)C(C)C. Cell line: LOX IMVI. Drug 1: CCC(=C(C1=CC=CC=C1)C2=CC=C(C=C2)OCCN(C)C)C3=CC=CC=C3.C(C(=O)O)C(CC(=O)O)(C(=O)O)O.